This data is from Full USPTO retrosynthesis dataset with 1.9M reactions from patents (1976-2016). The task is: Predict the reactants needed to synthesize the given product. (1) Given the product [F:1][C:2]1[CH:3]=[C:4]([CH:14]([CH3:20])[C:15]([OH:17])=[O:16])[CH:5]=[CH:6][C:7]=1[CH2:8][NH:9][S:10]([CH3:13])(=[O:11])=[O:12], predict the reactants needed to synthesize it. The reactants are: [F:1][C:2]1[CH:3]=[C:4]([CH:14]([CH3:20])[C:15]([O:17]CC)=[O:16])[CH:5]=[CH:6][C:7]=1[CH2:8][NH:9][S:10]([CH3:13])(=[O:12])=[O:11].O1CCCC1.O.[OH-].[Li+]. (2) Given the product [F:8][C:5]1[CH:6]=[CH:7][C:2]([B:38]2[O:39][C:40]([CH3:42])([CH3:41])[C:36]([CH3:52])([CH3:35])[O:37]2)=[CH:3][C:4]=1[O:9][CH3:10], predict the reactants needed to synthesize it. The reactants are: Br[C:2]1[CH:7]=[CH:6][C:5]([F:8])=[C:4]([O:9][CH3:10])[CH:3]=1.C1(P(C2CCCCC2)C2CCCCC2)CCCCC1.C([O-])(=O)C.[K+].[CH3:35][C:36]1([CH3:52])[C:40]([CH3:42])([CH3:41])[O:39][B:38]([B:38]2[O:39][C:40]([CH3:42])([CH3:41])[C:36]([CH3:52])([CH3:35])[O:37]2)[O:37]1. (3) Given the product [Cl:9][C:10]1[C:15]2[O:16][C:17]3[C:26]([CH3:27])=[CH:25][C:24]([C:28]([OH:30])=[O:29])=[CH:23][C:18]=3[S:19](=[O:22])(=[O:21])[CH2:20][C:14]=2[CH:13]=[C:12]([S:31](=[O:32])(=[O:33])[NH:1][CH2:2][C:3]2[CH:4]=[N:5][CH:6]=[CH:7][CH:8]=2)[CH:11]=1, predict the reactants needed to synthesize it. The reactants are: [NH2:1][CH2:2][C:3]1[CH:4]=[N:5][CH:6]=[CH:7][CH:8]=1.[Cl:9][C:10]1[C:15]2[O:16][C:17]3[C:26]([CH3:27])=[CH:25][C:24]([C:28]([OH:30])=[O:29])=[CH:23][C:18]=3[S:19](=[O:22])(=[O:21])[CH2:20][C:14]=2[CH:13]=[C:12]([S:31](Cl)(=[O:33])=[O:32])[CH:11]=1.O.